Dataset: Full USPTO retrosynthesis dataset with 1.9M reactions from patents (1976-2016). Task: Predict the reactants needed to synthesize the given product. (1) Given the product [ClH:16].[NH2:8][CH2:9][C:10]1[CH:15]=[C:14]([Cl:16])[CH:13]=[CH:12][C:11]=1[NH:17][C:18](=[O:21])[O:19][CH3:20], predict the reactants needed to synthesize it. The reactants are: C(OC([NH:8][CH2:9][C:10]1[CH:15]=[C:14]([Cl:16])[CH:13]=[CH:12][C:11]=1[NH:17][C:18](=[O:21])[O:19][CH3:20])=O)(C)(C)C.C(OCC)(=O)C.Cl. (2) The reactants are: [Br:1][C:2]1[CH:3]=[C:4]([CH:6]=[C:7]([Br:9])[CH:8]=1)[NH2:5].[C:10]([N:18]=[C:19]=[S:20])(=[O:17])[C:11]1[CH:16]=[CH:15][CH:14]=[CH:13][CH:12]=1. Given the product [C:10]([NH:18][C:19]([NH:5][C:4]1[CH:3]=[C:2]([Br:1])[CH:8]=[C:7]([Br:9])[CH:6]=1)=[S:20])(=[O:17])[C:11]1[CH:16]=[CH:15][CH:14]=[CH:13][CH:12]=1, predict the reactants needed to synthesize it. (3) Given the product [CH2:28]([O:15][CH:13]([O:14][CH2:19][CH3:20])[CH2:12][O:1][C:2]1[CH:9]=[CH:8][C:5]([CH:6]=[O:7])=[CH:4][CH:3]=1)[CH3:29], predict the reactants needed to synthesize it. The reactants are: [OH:1][C:2]1[CH:9]=[CH:8][C:5]([CH:6]=[O:7])=[CH:4][CH:3]=1.C([CH:12](CC)[C:13]([OH:15])=[O:14])C.Br[CH2:19][CH:20]=O.C(=O)([O-])[O-].[K+].[K+].[C:28]1(C)C=CC=C[CH:29]=1. (4) Given the product [C:29]([OH:32])(=[O:31])[CH3:30].[CH3:1][O:2][C:3]1[C:8]([C:9]2[CH:10]=[C:11]([NH:14][C:15]3[CH:20]=[N:19][CH:18]=[C:17]([O:21][C@@H:22]4[CH2:27][CH2:26][CH2:25][NH:24][CH2:23]4)[N:16]=3)[NH:12][N:13]=2)=[CH:7][CH:6]=[C:5]([CH3:28])[N:4]=1, predict the reactants needed to synthesize it. The reactants are: [CH3:1][O:2][C:3]1[C:8]([C:9]2[CH:10]=[C:11]([NH:14][C:15]3[CH:20]=[N:19][CH:18]=[C:17]([O:21][C@@H:22]4[CH2:27][CH2:26][CH2:25][NH:24][CH2:23]4)[N:16]=3)[NH:12][N:13]=2)=[CH:7][CH:6]=[C:5]([CH3:28])[N:4]=1.[C:29]([OH:32])(=[O:31])[CH3:30].